Dataset: Full USPTO retrosynthesis dataset with 1.9M reactions from patents (1976-2016). Task: Predict the reactants needed to synthesize the given product. (1) Given the product [CH3:1][CH2:2][CH2:3][CH2:4][CH2:5][C:6]([O:8][CH2:9][C@H:10]1[O:15][C@H:14]([O:16][C@H:17]2[O:22][C@H:21]([CH2:23][OH:24])[C@@H:20]([OH:32])[C@H:19]([OH:40])[C@H:18]2[OH:48])[C@H:13]([OH:56])[C@@H:12]([OH:64])[C@@H:11]1[OH:72])=[O:7], predict the reactants needed to synthesize it. The reactants are: [CH3:1][CH2:2][CH2:3][CH2:4][CH2:5][C:6]([O:8][CH2:9][C@H:10]1[O:15][C@H:14]([O:16][C@H:17]2[O:22][C@H:21]([CH2:23][O:24]CC3C=CC=CC=3)[C@@H:20]([O:32]CC3C=CC=CC=3)[C@H:19]([O:40]CC3C=CC=CC=3)[C@H:18]2[O:48]CC2C=CC=CC=2)[C@H:13]([O:56]CC2C=CC=CC=2)[C@@H:12]([O:64]CC2C=CC=CC=2)[C@@H:11]1[O:72]CC1C=CC=CC=1)=[O:7].C(OCC)(=O)C.CO. (2) The reactants are: [F:1][C:2]1[CH:7]=[CH:6][CH:5]=[C:4]([F:8])[C:3]=1[C:9]1[N:14]=[C:13]([CH3:15])[C:12]([N+:16]([O-])=O)=[CH:11][CH:10]=1.[C:19](O)(=O)C. Given the product [F:1][C:2]1[CH:7]=[CH:6][CH:5]=[C:4]([F:8])[C:3]=1[C:9]1[N:14]=[C:13]2[CH:15]=[CH:19][NH:16][C:12]2=[CH:11][CH:10]=1, predict the reactants needed to synthesize it. (3) Given the product [C:11]([C:9]1[CH:8]=[C:7]([CH2:15][C:16]([N:21]([O:22][CH3:23])[CH3:20])=[O:17])[CH:6]=[C:5]([C:1]([CH3:2])([CH3:3])[CH3:4])[CH:10]=1)([CH3:12])([CH3:13])[CH3:14], predict the reactants needed to synthesize it. The reactants are: [C:1]([C:5]1[CH:6]=[C:7]([CH2:15][C:16](O)=[O:17])[CH:8]=[C:9]([C:11]([CH3:14])([CH3:13])[CH3:12])[CH:10]=1)([CH3:4])([CH3:3])[CH3:2].Cl.[CH3:20][NH:21][O:22][CH3:23].CCN(C(C)C)C(C)C. (4) Given the product [CH:1]1([C:4]([NH:15][CH:16]([CH2:22][SH:23])[C:17]([O:19][CH2:20][CH3:21])=[O:18])=[O:5])[CH2:3][CH2:2]1, predict the reactants needed to synthesize it. The reactants are: [CH:1]1([C:4](Cl)=[O:5])[CH2:3][CH2:2]1.C(N(CC)CC)C.Cl.[NH2:15][CH:16]([CH2:22][SH:23])[C:17]([O:19][CH2:20][CH3:21])=[O:18]. (5) Given the product [N:28]1[S:29][N:30]=[C:31]2[C:36]([NH:37][C:10]([C@@H:9]3[CH2:13][C:14](=[O:16])[CH2:15][N:8]3[C:6]([NH:24][C:22]3[CH:23]=[C:18]([Cl:17])[CH:19]=[C:20]([Cl:27])[CH:21]=3)=[O:7])=[O:12])=[CH:35][CH:34]=[CH:33][C:32]=12, predict the reactants needed to synthesize it. The reactants are: C(O[C:6]([N:8]1[CH2:15][C:14](=[O:16])[CH2:13][C@H:9]1[C:10]([OH:12])=O)=[O:7])(C)(C)C.[Cl:17][C:18]1[CH:23]=[C:22]([N:24]=C=O)[CH:21]=[C:20]([Cl:27])[CH:19]=1.[N:28]1[S:29][N:30]=[C:31]2[C:36]([NH2:37])=[CH:35][CH:34]=[CH:33][C:32]=12.